The task is: Predict the reaction yield, written as a fraction of the theoretical maximum amount of product (1.0 means a 100% yield; for example, 0.34 means a 34% yield).. This data is from Reaction yield outcomes from USPTO patents with 853,638 reactions. (1) The reactants are [NH:1]1[C:5]2=[N:6][CH:7]=[CH:8][CH:9]=[C:4]2[C:3]([CH:10]=[C:11]2[O:15][C:14]([NH:16][CH2:17][C:18]3[CH:23]=[CH:22][CH:21]=[CH:20][C:19]=3[F:24])=[C:13](C(OC)=O)[C:12]2=[O:29])=[CH:2]1.[OH-].[K+]. The catalyst is C(O)C. The yield is 0.140. The product is [NH:1]1[C:5]2=[N:6][CH:7]=[CH:8][CH:9]=[C:4]2[C:3]([CH:10]=[C:11]2[C:12](=[O:29])[CH:13]=[C:14]([NH:16][CH2:17][C:18]3[CH:23]=[CH:22][CH:21]=[CH:20][C:19]=3[F:24])[O:15]2)=[CH:2]1. (2) The reactants are Cl[C:2]1[N:7]=[C:6]([N:8]2[C:12]3[CH:13]=[CH:14][CH:15]=[C:16]([O:17][CH3:18])[C:11]=3[N:10]=[C:9]2[CH:19]([F:21])[F:20])[N:5]=[C:4]([N:22]2[CH2:27][CH2:26][N:25]([C:28]([O:30][C:31]([CH3:34])([CH3:33])[CH3:32])=[O:29])[CH2:24][CH2:23]2)[N:3]=1.Cl.[CH:36]12[O:43][CH:40]([CH2:41][CH2:42]1)[CH2:39][NH:38][CH2:37]2.CCN(C(C)C)C(C)C. The catalyst is C1COCC1. The product is [F:20][CH:19]([F:21])[C:9]1[N:8]([C:6]2[N:7]=[C:2]([N:38]3[CH2:37][CH:36]4[O:43][CH:40]([CH2:41][CH2:42]4)[CH2:39]3)[N:3]=[C:4]([N:22]3[CH2:23][CH2:24][N:25]([C:28]([O:30][C:31]([CH3:32])([CH3:34])[CH3:33])=[O:29])[CH2:26][CH2:27]3)[N:5]=2)[C:12]2[CH:13]=[CH:14][CH:15]=[C:16]([O:17][CH3:18])[C:11]=2[N:10]=1. The yield is 0.850.